Dataset: Forward reaction prediction with 1.9M reactions from USPTO patents (1976-2016). Task: Predict the product of the given reaction. (1) The product is: [CH3:1][O:2][CH2:3][CH2:4][N:5]([CH2:55][CH2:56][O:57][CH3:58])[CH2:6][CH2:7][CH2:8][NH:9][C:10]([C:12]1[C:13]([CH3:54])=[C:14]2[CH:35]=[C:33]3[N:34]=[C:30]([C:31]([CH3:38])=[C:32]3[CH2:36][CH3:37])[CH:29]=[C:27]3[NH:28][C:24]([C:25]([CH3:41])=[C:26]3[CH2:39][OH:40])=[CH:23][C:21]3=[N:22][C:18]([CH:19]([CH2:43][CH2:44][C:45]([O:47][CH3:48])=[O:46])[CH:20]3[CH3:42])=[C:17]([CH2:49][C:50]([O:52][CH3:53])=[O:51])[C:16]=1[NH:15]2)=[O:11]. Given the reactants [CH3:1][O:2][CH2:3][CH2:4][N:5]([CH2:55][CH2:56][O:57][CH3:58])[CH2:6][CH2:7][CH2:8][NH:9][C:10]([C:12]1[C:13]([CH3:54])=[C:14]2[CH:35]=[C:33]3[N:34]=[C:30]([C:31]([CH3:38])=[C:32]3[CH2:36][CH3:37])[CH:29]=[C:27]3[NH:28][C:24]([C:25]([CH3:41])=[C:26]3[CH:39]=[O:40])=[CH:23][C:21]3=[N:22][C:18]([CH:19]([CH2:43][CH2:44][C:45]([O:47][CH3:48])=[O:46])[CH:20]3[CH3:42])=[C:17]([CH2:49][C:50]([O:52][CH3:53])=[O:51])[C:16]=1[NH:15]2)=[O:11], predict the reaction product. (2) Given the reactants O1CCCC1.[O:6]1[CH2:10][CH2:9][O:8][CH:7]1[C:11]1[O:12][CH:13]=[CH:14][CH:15]=1.C([Li])CCC.[CH2:21]([Sn:25](Cl)([CH2:30][CH2:31][CH2:32][CH3:33])[CH2:26][CH2:27][CH2:28][CH3:29])[CH2:22][CH2:23][CH3:24], predict the reaction product. The product is: [CH2:30]([Sn:25]([CH2:21][CH2:22][CH2:23][CH3:24])([CH2:26][CH2:27][CH2:28][CH3:29])[C:13]1[O:12][C:11]([CH:7]2[O:8][CH2:9][CH2:10][O:6]2)=[CH:15][CH:14]=1)[CH2:31][CH2:32][CH3:33]. (3) Given the reactants [CH3:1][C:2]1[C:7]([CH3:8])=[CH:6][CH:5]=[CH:4][C:3]=1/[CH:9]=[CH:10]/[C:11]1[CH:23]=[CH:22][C:14]([C:15]([O:17]C(C)(C)C)=[O:16])=[C:13]([NH:24][C:25]2[CH:30]=[CH:29][C:28]([F:31])=[CH:27][CH:26]=2)[CH:12]=1.C(OCC)(=O)C, predict the reaction product. The product is: [CH3:1][C:2]1[C:7]([CH3:8])=[CH:6][CH:5]=[CH:4][C:3]=1[CH2:9][CH2:10][C:11]1[CH:23]=[CH:22][C:14]([C:15]([OH:17])=[O:16])=[C:13]([NH:24][C:25]2[CH:30]=[CH:29][C:28]([F:31])=[CH:27][CH:26]=2)[CH:12]=1. (4) Given the reactants C(OC([N:11]1[CH2:15][CH2:14][CH:13]([C:16]([CH:19]2[CH2:21][CH2:20]2)=[N:17]O)[CH2:12]1)=O)C1C=CC=CC=1.[H][H], predict the reaction product. The product is: [CH:19]1([CH:16]([NH2:17])[CH:13]2[CH2:14][CH2:15][NH:11][CH2:12]2)[CH2:21][CH2:20]1. (5) Given the reactants [C:1]([C:5]1[CH:10]=[CH:9][C:8]([O:11][CH:12]2[CH2:16][CH2:15][O:14][CH2:13]2)=[C:7]([N+:17]([O-])=O)[CH:6]=1)([CH3:4])([CH3:3])[CH3:2], predict the reaction product. The product is: [C:1]([C:5]1[CH:10]=[CH:9][C:8]([O:11][CH:12]2[CH2:16][CH2:15][O:14][CH2:13]2)=[C:7]([CH:6]=1)[NH2:17])([CH3:4])([CH3:2])[CH3:3]. (6) Given the reactants [Cl:1][C:2]1[CH:3]=[C:4]([N:9]=[C:10]=[O:11])[CH:5]=[C:6]([Cl:8])[CH:7]=1.[CH3:12][C:13]([OH:16])([CH3:15])[CH3:14], predict the reaction product. The product is: [C:13]([O:16][C:10](=[O:11])[NH:9][C:4]1[CH:5]=[C:6]([Cl:8])[CH:7]=[C:2]([Cl:1])[CH:3]=1)([CH3:15])([CH3:14])[CH3:12]. (7) Given the reactants C[Si](C)(C)[O:3][CH:4]([CH:9]1[CH2:18][CH2:17][C:12]2([O:16][CH2:15][CH2:14][O:13]2)[CH2:11][CH2:10]1)[C:5]([F:8])([F:7])[F:6].CCCC[N+](CCCC)(CCCC)CCCC.[F-], predict the reaction product. The product is: [F:8][C:5]([F:6])([F:7])[CH:4]([CH:9]1[CH2:10][CH2:11][C:12]2([O:13][CH2:14][CH2:15][O:16]2)[CH2:17][CH2:18]1)[OH:3].